From a dataset of Forward reaction prediction with 1.9M reactions from USPTO patents (1976-2016). Predict the product of the given reaction. (1) Given the reactants [F:1][C:2]1[CH:3]=[C:4]([C@:13]2([NH:23][C:24](=[O:35])[C:25]3[CH:30]=[CH:29][C:28]([C:31](=[NH:34])[NH:32][OH:33])=[CH:27][N:26]=3)[C:18]3=[N:19][CH:20]=[CH:21][CH:22]=[C:17]3[O:16][CH2:15][CH2:14]2)[CH:5]=[CH:6][C:7]=1[O:8][C:9]([F:12])([F:11])[F:10].N1([C:41](N2C=CN=C2)=[O:42])C=CN=C1.Cl, predict the reaction product. The product is: [F:1][C:2]1[CH:3]=[C:4]([C@:13]2([NH:23][C:24](=[O:35])[C:25]3[CH:30]=[CH:29][C:28]([C:31]4[NH:34][C:41](=[O:42])[O:33][N:32]=4)=[CH:27][N:26]=3)[C:18]3=[N:19][CH:20]=[CH:21][CH:22]=[C:17]3[O:16][CH2:15][CH2:14]2)[CH:5]=[CH:6][C:7]=1[O:8][C:9]([F:12])([F:10])[F:11]. (2) Given the reactants [Cl:1][C:2]1[CH:21]=[C:20]([Cl:22])[CH:19]=[CH:18][C:3]=1[CH2:4][O:5][C:6]1[CH:17]=[CH:16][C:9]2[C@H:10]([CH2:13][CH2:14][SH:15])[CH2:11][O:12][C:8]=2[CH:7]=1.CCN(C(C)C)C(C)C.CN(C=O)C.Br[CH2:38][C:39]([O:41][CH2:42][CH3:43])=[O:40], predict the reaction product. The product is: [CH2:42]([O:41][C:39](=[O:40])[CH2:38][S:15][CH2:14][CH2:13][C@H:10]1[C:9]2[CH:16]=[CH:17][C:6]([O:5][CH2:4][C:3]3[CH:18]=[CH:19][C:20]([Cl:22])=[CH:21][C:2]=3[Cl:1])=[CH:7][C:8]=2[O:12][CH2:11]1)[CH3:43]. (3) Given the reactants [NH2:1][C:2]1[CH:10]=[CH:9][C:8]([Br:11])=[CH:7][C:3]=1[C:4]([OH:6])=O.O=S(Cl)Cl.[Cl:16][C:17]1[CH:23]=[CH:22][CH:21]=[CH:20][C:18]=1[NH2:19].C(Cl)(Cl)Cl, predict the reaction product. The product is: [NH2:1][C:2]1[CH:10]=[CH:9][C:8]([Br:11])=[CH:7][C:3]=1[C:4]([NH:19][C:18]1[CH:20]=[CH:21][CH:22]=[CH:23][C:17]=1[Cl:16])=[O:6].